This data is from Reaction yield outcomes from USPTO patents with 853,638 reactions. The task is: Predict the reaction yield, written as a fraction of the theoretical maximum amount of product (1.0 means a 100% yield; for example, 0.34 means a 34% yield). (1) No catalyst specified. The product is [CH3:37][C:36](/[C:35](/[CH3:34])=[CH:39]/[CH:40]1[C:45]([CH3:47])([CH3:46])[CH2:44][CH2:43][CH:42]=[C:41]1[CH3:48])=[CH:2][CH2:3][C:4]1[CH:9]=[CH:8][CH:7]=[CH:6][CH:5]=1. The yield is 0.200. The reactants are [Br-].[CH2:2]([P+](C1C=CC=CC=1)(C1C=CC=CC=1)C1C=CC=CC=1)[CH2:3][C:4]1[CH:9]=[CH:8][CH:7]=[CH:6][CH:5]=1.[Li]CCCC.[CH3:34]/[C:35](=[CH:39]\[CH:40]1[C:45]([CH3:47])([CH3:46])[CH2:44][CH2:43][CH:42]=[C:41]1[CH3:48])/[C:36](=O)[CH3:37]. (2) The reactants are [Mg].Br[CH2:3][CH2:4][CH:5]=[C:6]([CH3:8])[CH3:7].CO[C:11]1[CH2:15][CH2:14][C:13](=[O:16])[CH:12]=1. The catalyst is C(OCC)C. The product is [CH3:7][C:6]([CH3:8])=[CH:5][CH2:4][CH2:3][C:11]1[CH2:15][CH2:14][C:13](=[O:16])[CH:12]=1. The yield is 0.650. (3) The reactants are [C:1]1([NH:7][C:8]2[S:9][C:10]([C:20]([OH:22])=O)=[C:11]3[CH2:19][CH2:18][C:14]4[CH:15]=[N:16][O:17][C:13]=4[C:12]=23)[CH:6]=[CH:5][CH:4]=[CH:3][CH:2]=1.[CH3:23][N:24]([CH3:26])[NH2:25].ON1C2C=CC=CC=2N=N1.CCN=C=NCCCN(C)C.C(O)(=O)CC(CC(O)=O)(C(O)=O)O. The catalyst is CN(C=O)C. The product is [CH3:23][N:24]([CH3:26])[NH:25][C:20]([C:10]1[S:9][C:8]([NH:7][C:1]2[CH:6]=[CH:5][CH:4]=[CH:3][CH:2]=2)=[C:12]2[C:13]3[O:17][N:16]=[CH:15][C:14]=3[CH2:18][CH2:19][C:11]=12)=[O:22]. The yield is 0.680.